This data is from Experimentally validated miRNA-target interactions with 360,000+ pairs, plus equal number of negative samples. The task is: Binary Classification. Given a miRNA mature sequence and a target amino acid sequence, predict their likelihood of interaction. (1) The miRNA is ath-miR472-3p with sequence UUUUUCCUACUCCGCCCAUACC. The protein sequence of the target gene is MDSGCWLFGGEFEDSVFEERPERRSGPPASYCAKLCEPQWFYEETESSDDVEVLTLKKFKGDLAYRRQEYQKALQEYSSISEKLSSTNFAMKRDVQEGQARCLAHLGRHMEALEIAANLENKATNTDHLTTVLYLQLAICSSLQNLEKTIFCLQKLISLHPFNPWNWGKLAEAYLNLGPALSAALASSQKQHSFTSSDKTIKSFFPHSGKDCLLCFPETLPESSLFSVEANSSNSQKNEKALTNIQNCMAEKRETVLIETQLKACASFIRTRLLLQFTQPQQTSFALERNLRTQQEIEDK.... Result: 0 (no interaction). (2) The miRNA is mmu-miR-3082-5p with sequence GACAGAGUGUGUGUGUCUGUGU. The protein sequence of the target gene is MHLRRVKTMPRHSQSLTMAPYSSVSLVEQLEDRILCHEKTTAALVEHAFRIKDDIVSSLQKMQNKGGGDRLARLFLEEHIRNITAIVKQLNRDIEVLQEQIRARDNISYGTNSALKTLEMRQLSGLGDLRGRVARCDASIARLSAEHKSTYEGLQHLNKEQQAAKLILETKIKDAEGQISQLLSRVDLSISEQSTKLKMSHRDSNHQLQLLDTKFKGTVEELSNQILSARSWLQQEQERIEKELLQKIDHLSLIVKENSGANERDVEKKLSQMSARLDKIEESQKRNAEGQRKPDEEKVH.... Result: 1 (interaction). (3) The miRNA is hsa-miR-6868-3p with sequence UUCCUUCUGUUGUCUGUGCAG. The protein sequence of the target gene is MSSYLEYVSCAAGGGSGGVGGDVLGFAPKFCRADARPVALQPAFPLGSGDGAFVSCLPLATARPTPSPPAGPAQSPVPQPAAPRYAPCTLEGAYERGAAPASAAEYGFLGSGPAFDFPGALGRAADEGGAHVHYATSAVFSGGGSFLLSGQVDFAAFGEPGPFPACLKEPADGHPGPFQTVSPAPGACPKPASPTSSLPAAHSTFEWMKVKRNAPKKSKLSEYGATSPPSAIRTNFSTKQLTELEKEFHFNKYLTRARRIEIANCLQLNDTQVKIWFQNRRMKQKKREREGLLATAASVA.... Result: 0 (no interaction). (4) The miRNA is kshv-miR-K12-5-3p with sequence UAGGAUGCCUGGAACUUGCCGGU. The protein sequence of the target gene is MDPVPGTDSAPLAGLAWSSASAPPPRGFSAISCTVEGAPASFGKSFAQKSGYFLCLSSLGSLENPQENVVADIQIVVDKSPLPLGFSPVCDPMDSKASVSKKKRMCVKLLPLGATDTAVFDVRLSGKTKTVPGYLRIGDMGGFAIWCKKAKAPRPVPKPRGLSRDMQGLSLDAASQPSKGGLLERTASRLGSRASTLRRNDSIYEASSLYGISAMDGVPFTLHPRFEGKSCSPLAFSAFGDLTIKSLADIEEEYNYGFVVEKTAAARLPPSVS. Result: 0 (no interaction). (5) The miRNA is hsa-miR-499a-3p with sequence AACAUCACAGCAAGUCUGUGCU. The protein sequence of the target gene is MATRSCREKAQKLNEQHQLILSKLLREEDNKYCADCEAKGPRWASWNIGVFICIRCAGIHRNLGVHISRVKSVNLDQWTAEQIQCMQDMGNTKARLLYEANLPENFRRPQTDQAVEFFIRDKYEKKKYYDKNAIAITNISSSDAPLQPLVSSPSLQAAVDKNKLEKEKEKKKEEKKREKEPEKPAKPLTAEKLQKKDQQLEPKKSTSPKKAAEPTVDLLGLDGPAVAPVTNGNTTVPPLNDDLDIFGPMISNPLPATVMPPAQGTPSAPAAATLSTVTSGDLDLFTEQTTKSEEVAKKQL.... Result: 0 (no interaction).